This data is from Reaction yield outcomes from USPTO patents with 853,638 reactions. The task is: Predict the reaction yield, written as a fraction of the theoretical maximum amount of product (1.0 means a 100% yield; for example, 0.34 means a 34% yield). (1) The reactants are C(NC(C)C)(C)C.C([Li])CCC.[CH2:13]([O:20][C:21]([CH:23]1[CH2:28][CH2:27][CH2:26][O:25][CH2:24]1)=[O:22])[C:14]1[CH:19]=[CH:18][CH:17]=[CH:16][CH:15]=1.[CH:29](=[O:31])[CH3:30]. The catalyst is O1CCCC1. The product is [CH2:13]([O:20][C:21]([C:23]1([CH:29]([OH:31])[CH3:30])[CH2:28][CH2:27][CH2:26][O:25][CH2:24]1)=[O:22])[C:14]1[CH:15]=[CH:16][CH:17]=[CH:18][CH:19]=1. The yield is 0.400. (2) The reactants are [F:1][C:2]1[C:3]([C:10]([F:13])([F:12])[F:11])=[C:4]([CH:6]=[C:7]([F:9])[CH:8]=1)N.[BrH:14].N([O-])=O.[Na+]. The catalyst is O. The product is [Br:14][C:4]1[CH:6]=[C:7]([F:9])[CH:8]=[C:2]([F:1])[C:3]=1[C:10]([F:13])([F:12])[F:11]. The yield is 0.680. (3) The reactants are Cl[C:2]1[CH:3]=[CH:4][N:5]2[C:10]([C:11]=1[CH3:12])=[C:9]([CH:13]1[CH2:15][CH2:14]1)[CH:8]=[C:7]([C:16]([O:18][CH3:19])=[O:17])[C:6]2=[O:20].[NH2:21][C:22]1[CH:23]=[C:24](B(O)O)[CH:25]=[CH:26][CH:27]=1. No catalyst specified. The product is [NH2:21][C:22]1[CH:27]=[C:26]([C:2]2[CH:3]=[CH:4][N:5]3[C:10]([C:11]=2[CH3:12])=[C:9]([CH:13]2[CH2:15][CH2:14]2)[CH:8]=[C:7]([C:16]([O:18][CH3:19])=[O:17])[C:6]3=[O:20])[CH:25]=[CH:24][CH:23]=1. The yield is 0.390.